The task is: Predict the reaction yield, written as a fraction of the theoretical maximum amount of product (1.0 means a 100% yield; for example, 0.34 means a 34% yield).. This data is from Reaction yield outcomes from USPTO patents with 853,638 reactions. (1) The product is [CH3:17][C:18]1([CH3:34])[C:22]([CH3:24])([CH3:23])[O:21][B:20]([C:7]2[CH:15]=[C:14]3[C:10]([CH2:11][O:12][C:13]3=[O:16])=[CH:9][CH:8]=2)[O:19]1. The catalyst is C1C=CC(P(C2C=CC=CC=2)[C-]2C=CC=C2)=CC=1.C1C=CC(P(C2C=CC=CC=2)[C-]2C=CC=C2)=CC=1.Cl[Pd]Cl.[Fe+2].O.C(OCC)(=O)C. The reactants are CN(C=O)C.Br[C:7]1[CH:15]=[C:14]2[C:10]([CH2:11][O:12][C:13]2=[O:16])=[CH:9][CH:8]=1.[CH3:17][C:18]1([CH3:34])[C:22]([CH3:24])([CH3:23])[O:21][B:20]([B:20]2[O:21][C:22]([CH3:24])([CH3:23])[C:18]([CH3:34])([CH3:17])[O:19]2)[O:19]1.C([O-])(=O)C.[K+]. The yield is 0.830. (2) The reactants are C([Si](C1C=CC=CC=1)(C1C=CC=CC=1)[O:6][CH2:7][CH2:8][CH:9]([N:13]1[CH2:18][CH2:17][N:16]([C:19]2[CH:24]=[CH:23][CH:22]=[C:21]([C:25]([F:28])([F:27])[F:26])[CH:20]=2)[CH:15]([CH3:29])[C:14]1=[O:30])[CH2:10][O:11][CH3:12])(C)(C)C.[F-].C([N+](CCCC)(CCCC)CCCC)CCC. The catalyst is C1COCC1. The product is [OH:6][CH2:7][CH2:8][CH:9]([N:13]1[CH2:18][CH2:17][N:16]([C:19]2[CH:24]=[CH:23][CH:22]=[C:21]([C:25]([F:28])([F:26])[F:27])[CH:20]=2)[CH:15]([CH3:29])[C:14]1=[O:30])[CH2:10][O:11][CH3:12]. The yield is 0.520. (3) The reactants are Br[C:2]1[CH:11]=[CH:10][CH:9]=[C:8]2[C:3]=1[CH:4]=[CH:5][C:6]([S:12]([N:15](CC1C=CC(OC)=CC=1OC)[C:16]1[S:20][N:19]=[CH:18][N:17]=1)(=[O:14])=[O:13])=[CH:7]2.[CH3:32][O:33][C:34]1[CH:39]=[CH:38][CH:37]=[CH:36][C:35]=1B(O)O.P([O-])([O-])([O-])=O.[K+].[K+].[K+].O1CCOCC1. The catalyst is O. The product is [CH3:32][O:33][C:34]1[CH:39]=[CH:38][CH:37]=[CH:36][C:35]=1[C:2]1[CH:11]=[CH:10][CH:9]=[C:8]2[C:3]=1[CH:4]=[CH:5][C:6]([S:12]([NH:15][C:16]1[S:20][N:19]=[CH:18][N:17]=1)(=[O:14])=[O:13])=[CH:7]2. The yield is 0.740. (4) The reactants are C(NC(C)C)(C)C.C([Li])CCC.[CH2:13]([O:20][C:21]([CH:23]1[CH2:28][CH2:27][CH2:26][O:25][CH2:24]1)=[O:22])[C:14]1[CH:19]=[CH:18][CH:17]=[CH:16][CH:15]=1.[CH:29](=[O:31])[CH3:30]. The yield is 0.400. The catalyst is O1CCCC1. The product is [CH2:13]([O:20][C:21]([C:23]1([CH:29]([OH:31])[CH3:30])[CH2:28][CH2:27][CH2:26][O:25][CH2:24]1)=[O:22])[C:14]1[CH:15]=[CH:16][CH:17]=[CH:18][CH:19]=1. (5) The reactants are C([N:8](C(OC(C)(C)C)=O)[C@H:9]([C:14]([OH:16])=O)[CH2:10][CH2:11][CH2:12][NH2:13])(OC(C)(C)C)=O.[CH3:24][CH:25]([CH2:27][CH2:28][CH2:29][C@H:30]([C@@H:32]1[C@:50]2([CH3:51])[C@H:35]([C@H:36]3[C@H:47]([CH2:48][CH2:49]2)[C@:45]2([CH3:46])[C:39]([CH2:40][C@H:41]([CH2:43][CH2:44]2)[OH:42])=[CH:38][CH2:37]3)[CH2:34][CH2:33]1)[CH3:31])[CH3:26].C1CCC(N=C=NC2CCCCC2)CC1.CO.[Cl:69]CCl. The catalyst is CN(C1C=CN=CC=1)C. The product is [ClH:69].[ClH:69].[NH2:8][C@H:9]([C:14]([C@@:41]1([OH:42])[CH2:43][CH2:44][C@@:45]2([CH3:46])[C:39](=[CH:38][CH2:37][C@@H:36]3[C@@H:47]2[CH2:48][CH2:49][C@@:50]2([CH3:51])[C@H:35]3[CH2:34][CH2:33][C@@H:32]2[C@H:30]([CH3:31])[CH2:29][CH2:28][CH2:27][CH:25]([CH3:26])[CH3:24])[CH2:40]1)=[O:16])[CH2:10][CH2:11][CH2:12][NH2:13]. The yield is 0.940.